Task: Predict the product of the given reaction.. Dataset: Forward reaction prediction with 1.9M reactions from USPTO patents (1976-2016) Given the reactants [OH:1][CH:2]([C:6]1[C:14]2[S:13][CH:12]=[CH:11][C:10]=2[C:9]([OH:15])=[CH:8][CH:7]=1)C(O)=O.C(O)C.S(=O)(=O)(O)O.C(OC(C)C)(=O)C, predict the reaction product. The product is: [OH:15][C:9]1[C:10]2[CH:11]=[CH:12][S:13][C:14]=2[C:6]([CH:2]=[O:1])=[CH:7][CH:8]=1.